This data is from Forward reaction prediction with 1.9M reactions from USPTO patents (1976-2016). The task is: Predict the product of the given reaction. (1) The product is: [Cl:25][C:26]1[CH:34]=[C:33]2[C:29]([CH:30]=[C:31]([S:42]([NH:1][C@H:2]3[CH2:6][CH2:5][N:4]([C:7]4[CH:8]=[C:9]5[C:14](=[CH:15][CH:16]=4)[CH2:13][N:12]([C:17]([O:19][C:20]([CH3:21])([CH3:23])[CH3:22])=[O:18])[CH2:11][CH2:10]5)[C:3]3=[O:24])(=[O:43])=[O:44])[N:32]2[C:35]([O:37][C:38]([CH3:39])([CH3:40])[CH3:41])=[O:36])=[CH:28][CH:27]=1. Given the reactants [NH2:1][C@H:2]1[CH2:6][CH2:5][N:4]([C:7]2[CH:8]=[C:9]3[C:14](=[CH:15][CH:16]=2)[CH2:13][N:12]([C:17]([O:19][C:20]([CH3:23])([CH3:22])[CH3:21])=[O:18])[CH2:11][CH2:10]3)[C:3]1=[O:24].[Cl:25][C:26]1[CH:34]=[C:33]2[C:29]([CH:30]=[C:31]([S:42](Cl)(=[O:44])=[O:43])[N:32]2[C:35]([O:37][C:38]([CH3:41])([CH3:40])[CH3:39])=[O:36])=[CH:28][CH:27]=1, predict the reaction product. (2) Given the reactants [NH2:1][C:2]1([C:13]([OH:15])=[O:14])[CH2:5][N:4]([C:6]([O:8][C:9]([CH3:12])([CH3:11])[CH3:10])=[O:7])[CH2:3]1.C(=O)([O-])[O-].[Na+].[Na+].O.[C:23](Cl)(=[O:39])[O:24][CH2:25][CH:26]1[C:38]2[CH:37]=[CH:36][CH:35]=[CH:34][C:33]=2[C:32]2[C:27]1=[CH:28][CH:29]=[CH:30][CH:31]=2, predict the reaction product. The product is: [CH:37]1[C:38]2[CH:26]([CH2:25][O:24][C:23]([NH:1][C:2]3([C:13]([OH:15])=[O:14])[CH2:5][N:4]([C:6]([O:8][C:9]([CH3:12])([CH3:10])[CH3:11])=[O:7])[CH2:3]3)=[O:39])[C:27]3[C:32](=[CH:31][CH:30]=[CH:29][CH:28]=3)[C:33]=2[CH:34]=[CH:35][CH:36]=1. (3) Given the reactants [C:1]1([C:7]2[CH:8]=[CH:9][C:10]([C:13]([NH:15][CH2:16][C:17]([OH:19])=O)=[O:14])=[N:11][CH:12]=2)[CH:6]=[CH:5][CH:4]=[CH:3][CH:2]=1.CCN(C(C)C)C(C)C.C1C=CC2N(O)N=NC=2C=1.CCN=C=NCCCN(C)C.Cl.Cl.[Cl:52][C:53]1[CH:65]=[CH:64][CH:63]=[CH:62][C:54]=1[O:55][CH:56]1[CH2:61][CH2:60][NH:59][CH2:58][CH2:57]1, predict the reaction product. The product is: [O:19]=[C:17]([N:59]1[CH2:58][CH2:57][CH:56]([O:55][C:54]2[CH:62]=[CH:63][CH:64]=[CH:65][C:53]=2[Cl:52])[CH2:61][CH2:60]1)[CH2:16][NH:15][C:13]([C:10]1[CH:9]=[CH:8][C:7]([C:1]2[CH:2]=[CH:3][CH:4]=[CH:5][CH:6]=2)=[CH:12][N:11]=1)=[O:14]. (4) Given the reactants [Cl:1][C:2]1[S:3][C:4]([C:7]([NH:9][C:10]2[C:15]([CH3:16])=[CH:14][CH:13]=[CH:12][C:11]=2[Cl:17])=[O:8])=[CH:5][N:6]=1.[CH3:18][O:19][C:20]1[CH:27]=[CH:26][C:23]([CH2:24]Cl)=[CH:22][CH:21]=1.[H-].[Na+], predict the reaction product. The product is: [Cl:1][C:2]1[S:3][C:4]([C:7]([N:9]([C:10]2[C:15]([CH3:16])=[CH:14][CH:13]=[CH:12][C:11]=2[Cl:17])[CH2:24][C:23]2[CH:26]=[CH:27][C:20]([O:19][CH3:18])=[CH:21][CH:22]=2)=[O:8])=[CH:5][N:6]=1. (5) Given the reactants Cl.O1CCOCC1.[F:8][C:9]1[CH:10]=[C:11]([C@@H:33]([NH:35][S@@](C(C)(C)C)=O)[CH3:34])[CH:12]=[CH:13][C:14]=1[C:15]1[S:16][C:17]2[C:22]([N:23]=1)=[CH:21][CH:20]=[C:19]([C:24]1([C:27]3[CH:32]=[CH:31][CH:30]=[CH:29][CH:28]=3)[CH2:26][CH2:25]1)[N:18]=2, predict the reaction product. The product is: [F:8][C:9]1[CH:10]=[C:11]([C@@H:33]([NH2:35])[CH3:34])[CH:12]=[CH:13][C:14]=1[C:15]1[S:16][C:17]2[C:22]([N:23]=1)=[CH:21][CH:20]=[C:19]([C:24]1([C:27]3[CH:28]=[CH:29][CH:30]=[CH:31][CH:32]=3)[CH2:25][CH2:26]1)[N:18]=2. (6) Given the reactants [CH2:1]([O:8][C:9](=[O:23])[NH:10][C@@H:11]1[CH2:19][CH2:18][CH2:17][C:16]2[N:15]([CH2:20][CH2:21][OH:22])[N:14]=[CH:13][C:12]1=2)[C:2]1[CH:7]=[CH:6][CH:5]=[CH:4][CH:3]=1.N1C=CC=CC=1.[CH3:30][S:31](Cl)(=[O:33])=[O:32], predict the reaction product. The product is: [CH2:1]([O:8][C:9]([NH:10][C@@H:11]1[CH2:19][CH2:18][CH2:17][C:16]2[N:15]([CH2:20][CH2:21][O:22][S:31]([CH3:30])(=[O:33])=[O:32])[N:14]=[CH:13][C:12]1=2)=[O:23])[C:2]1[CH:7]=[CH:6][CH:5]=[CH:4][CH:3]=1. (7) Given the reactants [H-].[Na+].C(OP(CC([O:14][CH2:15][CH3:16])=O)(OCC)=O)C.[CH3:17][C:18]1[CH:25]=[CH:24][CH:23]=[CH:22][C:19]=1[CH:20]=O, predict the reaction product. The product is: [C:18]1([CH3:17])[CH:25]=[CH:24][CH:23]=[CH:22][C:19]=1/[CH:20]=[CH:16]/[CH:15]=[O:14].